Dataset: Reaction yield outcomes from USPTO patents with 853,638 reactions. Task: Predict the reaction yield, written as a fraction of the theoretical maximum amount of product (1.0 means a 100% yield; for example, 0.34 means a 34% yield). (1) The reactants are [C:1]([O:5][C:6]([CH2:8]P(=O)(OC)OC)=[O:7])([CH3:4])([CH3:3])[CH3:2].C([Li])CCC.[CH2:20]([N:22]1[C:27]2[CH:28]=[C:29]([C:33]3[CH:34]=[C:35]([CH:38]=[CH:39][C:40]=3[O:41][C:42]([F:45])([F:44])[F:43])[CH:36]=O)[C:30]([CH3:32])=[CH:31][C:26]=2[C:25]([CH3:47])([CH3:46])[O:24][C:23]1=[O:48])[CH3:21]. The catalyst is C1COCC1.CN1C(=O)N(C)CCC1.C1COCC1. The product is [C:1]([O:5][C:6](=[O:7])[CH:8]=[CH:36][C:35]1[CH:38]=[CH:39][C:40]([O:41][C:42]([F:45])([F:43])[F:44])=[C:33]([C:29]2[C:30]([CH3:32])=[CH:31][C:26]3[C:25]([CH3:46])([CH3:47])[O:24][C:23](=[O:48])[N:22]([CH2:20][CH3:21])[C:27]=3[CH:28]=2)[CH:34]=1)([CH3:2])([CH3:3])[CH3:4]. The yield is 0.410. (2) The reactants are [Br:1][C:2]1[CH:3]=[C:4]([CH:20]=[CH:21][C:22]=1[F:23])[CH2:5][N:6]([O:18][CH3:19])[C:7](=[O:17])[CH:8]=[C:9]1[C:13](=[O:14])[O:12][C:11](C)(C)[O:10]1. The catalyst is CO. The product is [CH3:11][O:12][C:13](=[O:14])[C:9]([OH:10])=[CH:8][C:7](=[O:17])[N:6]([CH2:5][C:4]1[CH:20]=[CH:21][C:22]([F:23])=[C:2]([Br:1])[CH:3]=1)[O:18][CH3:19]. The yield is 0.440. (3) The yield is 0.890. The reactants are C([Li])CCC.[S:6]1[CH:10]=[CH:9][N:8]=[CH:7]1.[CH2:11]1[O:21][C:14]2([CH2:19][CH2:18][C:17](=[O:20])[CH2:16][CH2:15]2)[O:13][CH2:12]1.O. The product is [S:6]1[CH:10]=[CH:9][N:8]=[C:7]1[C:17]1([OH:20])[CH2:18][CH2:19][C:14]2([O:21][CH2:11][CH2:12][O:13]2)[CH2:15][CH2:16]1. The catalyst is C1COCC1. (4) The reactants are [CH3:1][O:2][C:3]1[C:8]([N+:9]([O-])=O)=[CH:7][CH:6]=[CH:5][N:4]=1. The catalyst is CO.[Pd]. The product is [CH3:1][O:2][C:3]1[C:8]([NH2:9])=[CH:7][CH:6]=[CH:5][N:4]=1. The yield is 0.870. (5) The reactants are [CH3:1][O:2][C:3]1[CH:12]=[CH:11][C:10]2[NH:9][C:8](=[O:13])[C:7]3[S:14][CH:15]=[CH:16][C:6]=3[C:5]=2[C:4]=1[C:17]1[CH:22]=[CH:21][C:20]([C:23]([NH:26][C:27](=[O:33])[O:28][C:29]([CH3:32])([CH3:31])[CH3:30])([CH3:25])[CH3:24])=[CH:19][CH:18]=1.[Cl:34]N1C(=O)CCC1=O. The catalyst is CN(C=O)C. The product is [Cl:34][C:11]1[C:10]2[NH:9][C:8](=[O:13])[C:7]3[S:14][CH:15]=[CH:16][C:6]=3[C:5]=2[C:4]([C:17]2[CH:22]=[CH:21][C:20]([C:23]([NH:26][C:27](=[O:33])[O:28][C:29]([CH3:32])([CH3:31])[CH3:30])([CH3:25])[CH3:24])=[CH:19][CH:18]=2)=[C:3]([O:2][CH3:1])[CH:12]=1. The yield is 0.310.